This data is from Reaction yield outcomes from USPTO patents with 853,638 reactions. The task is: Predict the reaction yield, written as a fraction of the theoretical maximum amount of product (1.0 means a 100% yield; for example, 0.34 means a 34% yield). The reactants are [F:1][C:2]1[CH:3]=[C:4]([C@@H:9]2[CH2:13][N:12]([CH2:14][CH2:15][O:16][CH3:17])[CH2:11][C@H:10]2[NH2:18])[CH:5]=[CH:6][C:7]=1[F:8].[CH3:19][N:20]1[C:24]([C:25]2[C:29]([CH3:30])=[C:28]([NH:31][C:32](=O)[O:33]C3C=CC=CC=3)[N:27]([C:41]3[CH:46]=[CH:45][CH:44]=[CH:43][CH:42]=3)[N:26]=2)=[CH:23][CH:22]=[N:21]1.CCN(C(C)C)C(C)C. The catalyst is C(Cl)Cl. The product is [F:1][C:2]1[CH:3]=[C:4]([C@@H:9]2[CH2:13][N:12]([CH2:14][CH2:15][O:16][CH3:17])[CH2:11][C@H:10]2[NH:18][C:32]([NH:31][C:28]2[N:27]([C:41]3[CH:42]=[CH:43][CH:44]=[CH:45][CH:46]=3)[N:26]=[C:25]([C:24]3[N:20]([CH3:19])[N:21]=[CH:22][CH:23]=3)[C:29]=2[CH3:30])=[O:33])[CH:5]=[CH:6][C:7]=1[F:8]. The yield is 0.680.